Dataset: Full USPTO retrosynthesis dataset with 1.9M reactions from patents (1976-2016). Task: Predict the reactants needed to synthesize the given product. Given the product [CH2:23]([NH:30][C:14]([C:13]1[C:17]([C:19]([F:22])([F:21])[F:20])=[CH:18][C:10]([NH:9][C:5]2[CH:6]=[CH:7][CH:8]=[C:3]([Cl:2])[CH:4]=2)=[N:11][CH:12]=1)=[O:16])[C:24]1[CH:29]=[CH:28][CH:27]=[CH:26][CH:25]=1, predict the reactants needed to synthesize it. The reactants are: Cl.[Cl:2][C:3]1[CH:4]=[C:5]([NH:9][C:10]2[CH:18]=[C:17]([C:19]([F:22])([F:21])[F:20])[C:13]([C:14]([OH:16])=O)=[CH:12][N:11]=2)[CH:6]=[CH:7][CH:8]=1.[CH2:23]([NH2:30])[C:24]1[CH:29]=[CH:28][CH:27]=[CH:26][CH:25]=1.